From a dataset of Catalyst prediction with 721,799 reactions and 888 catalyst types from USPTO. Predict which catalyst facilitates the given reaction. (1) Reactant: O[C:2]([C:13]1[C:21]2[O:20][CH2:19][CH2:18][C:17]=2[C:16]([CH3:22])=[C:15]([NH:23]C(=O)OC(C)(C)C)[C:14]=1[CH3:31])([C:4]1[CH:9]=[CH:8][C:7]([CH:10]([CH3:12])[CH3:11])=[CH:6][CH:5]=1)[CH3:3].Cl.C(OCC)(=O)C.C(=O)([O-])O.[Na+]. Product: [CH:10]([C:7]1[CH:8]=[CH:9][C:4]([C:2]([C:13]2[C:21]3[O:20][CH2:19][CH2:18][C:17]=3[C:16]([CH3:22])=[C:15]([NH2:23])[C:14]=2[CH3:31])=[CH2:3])=[CH:5][CH:6]=1)([CH3:11])[CH3:12]. The catalyst class is: 13. (2) Reactant: [CH3:1][O:2][C:3](=[O:12])[C:4]1[CH:9]=[CH:8][C:7]([Cl:10])=[CH:6][C:5]=1[CH3:11].[Br:13]N1C(=O)CCC1=O.C(OOC(=O)C1C=CC=CC=1)(=O)C1C=CC=CC=1. Product: [CH3:1][O:2][C:3](=[O:12])[C:4]1[CH:9]=[CH:8][C:7]([Cl:10])=[CH:6][C:5]=1[CH2:11][Br:13]. The catalyst class is: 53.